Task: Predict the product of the given reaction.. Dataset: Forward reaction prediction with 1.9M reactions from USPTO patents (1976-2016) (1) Given the reactants Cl[C:2]1[N:7]=[C:6]([CH3:8])[N:5]([CH2:9][C:10]2[S:11][C:12]([C:15]([F:18])([F:17])[F:16])=[CH:13][CH:14]=2)[C:4](=[O:19])[N:3]=1.[NH:20]1[C:28]2[C:23](=[CH:24][CH:25]=[CH:26][CH:27]=2)[CH2:22][CH2:21]1, predict the reaction product. The product is: [N:20]1([C:2]2[N:7]=[C:6]([CH3:8])[N:5]([CH2:9][C:10]3[S:11][C:12]([C:15]([F:18])([F:17])[F:16])=[CH:13][CH:14]=3)[C:4](=[O:19])[N:3]=2)[C:28]2[C:23](=[CH:24][CH:25]=[CH:26][CH:27]=2)[CH2:22][CH2:21]1. (2) Given the reactants [C:1]([N:4]1[C@@H:10]([CH3:11])[C@H:9]([NH:12][C:13](=[O:25])[C@@H:14]([N:16](C)[C:17](=O)OC(C)(C)C)[CH3:15])[C:8](=[O:26])[N:7]([CH2:27][C:28]2[C:37]3[C:32](=[CH:33][CH:34]=[CH:35][CH:36]=3)[N:31]=[CH:30][C:29]=2[CH:38]2[CH2:40][CH2:39]2)[C:6]2[CH:41]=[CH:42][C:43]([C:45]#[N:46])=[CH:44][C:5]1=2)(=[O:3])[CH3:2].[ClH:47], predict the reaction product. The product is: [ClH:47].[ClH:47].[C:1]([N:4]1[C@@H:10]([CH3:11])[C@H:9]([NH:12][C:13](=[O:25])[C@@H:14]([NH:16][CH3:17])[CH3:15])[C:8](=[O:26])[N:7]([CH2:27][C:28]2[C:37]3[C:32](=[CH:33][CH:34]=[CH:35][CH:36]=3)[N:31]=[CH:30][C:29]=2[CH:38]2[CH2:39][CH2:40]2)[C:6]2[CH:41]=[CH:42][C:43]([C:45]#[N:46])=[CH:44][C:5]1=2)(=[O:3])[CH3:2]. (3) Given the reactants [F:1][C:2]([F:15])([F:14])[S:3]([O:6]S(C(F)(F)F)(=O)=O)(=[O:5])=[O:4].[CH2:16]([C:18]([C:22]1[CH:27]=[CH:26][C:25](O)=[C:24]([O:29][CH3:30])[CH:23]=1)([OH:21])[CH2:19][CH3:20])[CH3:17], predict the reaction product. The product is: [CH2:16]([C:18]([C:22]1[CH:27]=[CH:26][C:25]([O:6][S:3]([C:2]([F:15])([F:14])[F:1])(=[O:5])=[O:4])=[C:24]([O:29][CH3:30])[CH:23]=1)([OH:21])[CH2:19][CH3:20])[CH3:17]. (4) The product is: [CH2:13]([O:1][C:10]1[CH:9]=[CH:8][C:5]([CH:6]=[O:7])=[CH:4][CH:11]=1)[CH2:14][CH2:15][CH2:16][CH2:17][CH2:18][CH2:19][CH2:20][CH2:21][CH2:22][CH2:23][CH2:24][CH2:25][CH2:26][CH3:27]. Given the reactants [OH-:1].[K+].O[C:4]1[CH:11]=[CH:10][CH:9]=[CH:8][C:5]=1[CH:6]=[O:7].Br[CH2:13][CH2:14][CH2:15][CH2:16][CH2:17][CH2:18][CH2:19][CH2:20][CH2:21][CH2:22][CH2:23][CH2:24][CH2:25][CH2:26][CH3:27], predict the reaction product. (5) The product is: [OH:11][CH:10]1[O:9][C@H:8]([CH2:12][OH:13])[C@@H:7]([OH:14])[C@H:6]([OH:26])[C@H:5]1[NH:4][C:2]([CH3:1])=[O:3]. Given the reactants [CH3:1][C:2]([NH:4][C@H:5]1[CH:10]([OH:11])[O:9][C@H:8]([CH2:12][OH:13])[C@@H:7]([O:14][C@@H]2O[C@H](CO)[C@H](O)[C@H](O)[C@H]2O)[C@@H:6]1[OH:26])=[O:3].C1C(=O)NC(=O)N([C@@H]2O[C@H](COP(OP(O[C@H]3O[C@H](CO)[C@H](O)[C@H](O)[C@H]3O)(O)=O)(O)=O)[C@@H](O)[C@H]2O)C=1, predict the reaction product. (6) Given the reactants [OH:1][CH2:2][C:3]1[CH:4]=[C:5]([S:9][C:10]2[CH:17]=[CH:16][C:13]([C:14]#[N:15])=[CH:12][N:11]=2)[CH:6]=[CH:7][CH:8]=1.[OH:18][C:19]1[C:24]([CH2:25][CH2:26][CH3:27])=[C:23](O)[CH:22]=[CH:21][C:20]=1[C:29](=[O:31])[CH3:30], predict the reaction product. The product is: [C:29]([C:20]1[CH:21]=[CH:22][C:23]([O:1][CH2:2][C:3]2[CH:4]=[C:5]([S:9][C:10]3[CH:17]=[CH:16][C:13]([C:14]#[N:15])=[CH:12][N:11]=3)[CH:6]=[CH:7][CH:8]=2)=[C:24]([CH2:25][CH2:26][CH3:27])[C:19]=1[OH:18])(=[O:31])[CH3:30].